From a dataset of Full USPTO retrosynthesis dataset with 1.9M reactions from patents (1976-2016). Predict the reactants needed to synthesize the given product. (1) Given the product [CH:1]1([C:6]2([CH2:14][CH2:15][C:16]3[CH:21]=[CH:20][C:19]([C:22]4[O:23][CH:24]=[CH:25][N:26]=4)=[C:18]([CH2:27][CH3:28])[CH:17]=3)[O:11][C:10](=[O:12])[C:9]([CH2:67][C:65]3[N:66]=[C:61]4[N:60]=[CH:59][C:58]([CH3:57])=[CH:63][N:62]4[N:64]=3)=[C:8]([OH:13])[CH2:7]2)[CH2:5][CH2:4][CH2:3][CH2:2]1, predict the reactants needed to synthesize it. The reactants are: [CH:1]1([C:6]2([CH2:14][CH2:15][C:16]3[CH:21]=[CH:20][C:19]([C:22]4[O:23][CH:24]=[CH:25][N:26]=4)=[C:18]([CH2:27][CH3:28])[CH:17]=3)[O:11][C:10](=[O:12])[CH2:9][C:8](=[O:13])[CH2:7]2)[CH2:5][CH2:4][CH2:3][CH2:2]1.C1(C2(CCC3C=C(CC)C(O)=CC=3OCCC)OC(=O)CC(=O)C2)CCCC1.[CH3:57][C:58]1[CH:59]=[N:60][C:61]2[N:62]([N:64]=[C:65]([CH:67]=O)[N:66]=2)[CH:63]=1.CC1C=C(C)N2N=C(C=O)N=C2N=1. (2) Given the product [CH3:16][O:9][C:3]1([CH:1]=[CH2:2])[CH2:8][CH2:7][O:6][CH2:5][CH2:4]1, predict the reactants needed to synthesize it. The reactants are: [CH:1]([C:3]1([OH:9])[CH2:8][CH2:7][O:6][CH2:5][CH2:4]1)=[CH2:2].[H-].[Na+].S(OC)(O[CH3:16])(=O)=O.[NH4+].[Cl-]. (3) Given the product [CH3:1][N:2]1[CH2:3][CH2:4][N:5]([CH2:8][CH:10]2[CH2:15][CH2:14][N:13]([C:16]3[CH:21]=[CH:20][C:19]([N+:22]([O-:24])=[O:23])=[CH:18][CH:17]=3)[CH2:12][CH2:11]2)[CH2:6][CH2:7]1, predict the reactants needed to synthesize it. The reactants are: [CH3:1][N:2]1[CH2:7][CH2:6][N:5]([C:8]([CH:10]2[CH2:15][CH2:14][N:13]([C:16]3[CH:21]=[CH:20][C:19]([N+:22]([O-:24])=[O:23])=[CH:18][CH:17]=3)[CH2:12][CH2:11]2)=O)[CH2:4][CH2:3]1.B.C1COCC1.Cl.C([O-])(O)=O.[Na+]. (4) Given the product [Cl:1][C:2]1[CH:7]=[CH:6][C:5]([C:8]2[S:9][C:10]3[C:11](=[O:29])[N:12]([C:17]4[CH:22]=[CH:21][C:20]([CH2:23][CH2:24][CH2:25][N:30]5[CH2:34][CH2:33][CH2:32][CH2:31]5)=[C:19]([O:27][CH3:28])[CH:18]=4)[CH:13]=[CH:14][C:15]=3[N:16]=2)=[CH:4][CH:3]=1, predict the reactants needed to synthesize it. The reactants are: [Cl:1][C:2]1[CH:7]=[CH:6][C:5]([C:8]2[S:9][C:10]3[C:11](=[O:29])[N:12]([C:17]4[CH:22]=[CH:21][C:20]([CH2:23][CH2:24][CH:25]=O)=[C:19]([O:27][CH3:28])[CH:18]=4)[CH:13]=[CH:14][C:15]=3[N:16]=2)=[CH:4][CH:3]=1.[NH:30]1[CH2:34][CH2:33][CH2:32][CH2:31]1.CC(O)=O.[OH-].[Na+]. (5) The reactants are: [Cl:1][C:2]1[CH:26]=[CH:25][C:5]([O:6][C:7]2[C:15]([C:16]3[C:17]([O:22][CH3:23])=[N:18][CH:19]=[CH:20][CH:21]=3)=[CH:14][C:10]([C:11](O)=[O:12])=[C:9]([F:24])[CH:8]=2)=[CH:4][CH:3]=1.F[P-](F)(F)(F)(F)F.N1(OC(N(C)C)=[N+](C)C)C2N=CC=CC=2N=N1.C(N(CC)C(C)C)(C)C.[CH3:60][S:61]([NH2:64])(=[O:63])=[O:62]. Given the product [Cl:1][C:2]1[CH:26]=[CH:25][C:5]([O:6][C:7]2[C:15]([C:16]3[C:17]([O:22][CH3:23])=[N:18][CH:19]=[CH:20][CH:21]=3)=[CH:14][C:10]([C:11]([NH:64][S:61]([CH3:60])(=[O:63])=[O:62])=[O:12])=[C:9]([F:24])[CH:8]=2)=[CH:4][CH:3]=1, predict the reactants needed to synthesize it. (6) Given the product [OH:9][C:6]1[CH:7]=[CH:8][C:3]2[N:2]=[CH:11][O:10][C:4]=2[CH:5]=1, predict the reactants needed to synthesize it. The reactants are: Cl.[NH2:2][C:3]1[CH:8]=[CH:7][C:6]([OH:9])=[CH:5][C:4]=1[OH:10].[CH:11](OCC)(OCC)OCC.S(=O)(=O)(O)O.C(O)C. (7) Given the product [CH2:1]([O:3][P:4]([CH:9]([F:45])[C:10]1[CH:15]=[CH:14][C:13]([NH:16][C:17]2[N:22]=[C:21]([NH:23][C:24]3[CH:29]=[CH:28][CH:27]=[CH:26][C:25]=3[C:30](=[O:33])[NH:31][CH3:32])[C:20]([C:34]([F:35])([F:37])[F:36])=[CH:19][N:18]=2)=[CH:12][CH:11]=1)(=[O:8])[O:5][CH2:6][CH3:7])[CH3:2], predict the reactants needed to synthesize it. The reactants are: [CH2:1]([O:3][P:4]([CH:9](O)[C:10]1[CH:15]=[CH:14][C:13]([NH:16][C:17]2[N:22]=[C:21]([NH:23][C:24]3[CH:29]=[CH:28][CH:27]=[CH:26][C:25]=3[C:30](=[O:33])[NH:31][CH3:32])[C:20]([C:34]([F:37])([F:36])[F:35])=[CH:19][N:18]=2)=[CH:12][CH:11]=1)(=[O:8])[O:5][CH2:6][CH3:7])[CH3:2].CCN(S(F)(F)[F:45])CC.C([O-])(O)=O.[Na+].